This data is from Full USPTO retrosynthesis dataset with 1.9M reactions from patents (1976-2016). The task is: Predict the reactants needed to synthesize the given product. (1) The reactants are: [CH2:1]([O:8][C:9]([N:11]1[CH:15]([C:16]([OH:18])=O)[CH2:14][S:13][C@@H:12]1[C:19]1[CH:24]=[CH:23][N:22]=[CH:21][CH:20]=1)=[O:10])[C:2]1[CH:7]=[CH:6][CH:5]=[CH:4][CH:3]=1.CCN(C(C)C)C(C)C.CN(C(ON1N=NC2C=CC=NC1=2)=[N+](C)C)C.F[P-](F)(F)(F)(F)F.[NH2:58][C:59]1[S:60][CH:61]=[C:62]([C:64]2[CH:75]=[CH:74][C:67]([C:68]([NH:70][CH:71]3[CH2:73][CH2:72]3)=[O:69])=[CH:66][CH:65]=2)[N:63]=1. Given the product [CH2:1]([O:8][C:9]([N:11]1[CH:15]([C:16](=[O:18])[NH:58][C:59]2[S:60][CH:61]=[C:62]([C:64]3[CH:65]=[CH:66][C:67]([C:68](=[O:69])[NH:70][CH:71]4[CH2:73][CH2:72]4)=[CH:74][CH:75]=3)[N:63]=2)[CH2:14][S:13][C@@H:12]1[C:19]1[CH:20]=[CH:21][N:22]=[CH:23][CH:24]=1)=[O:10])[C:2]1[CH:7]=[CH:6][CH:5]=[CH:4][CH:3]=1, predict the reactants needed to synthesize it. (2) Given the product [Cl:1][C:2]1[CH:10]=[C:9]([I:11])[CH:8]=[CH:7][C:3]=1[C:4]1[S:16][C:14]([NH2:15])=[N:12][N:13]=1, predict the reactants needed to synthesize it. The reactants are: [Cl:1][C:2]1[CH:10]=[C:9]([I:11])[CH:8]=[CH:7][C:3]=1[C:4](O)=O.[NH:12]([C:14](=[S:16])[NH2:15])[NH2:13].O=P(Cl)(Cl)Cl. (3) Given the product [CH3:1][C:2]1[CH:7]=[CH:6][C:5]([NH:8][C:36]([NH:60][C:52]2[CH:53]=[C:54]([C:56]([F:57])([F:58])[F:59])[CH:55]=[C:50]([CH2:49][N:44]3[CH2:48][CH2:47][CH2:46][CH2:45]3)[CH:51]=2)=[O:42])=[CH:4][C:3]=1[NH:9][C:10]1[N:11]([C:15]2[CH:20]=[C:19]([NH:21][CH3:22])[N:18]=[CH:17][N:16]=2)[N:12]=[CH:13][N:14]=1, predict the reactants needed to synthesize it. The reactants are: [CH3:1][C:2]1[CH:7]=[CH:6][C:5]([NH2:8])=[CH:4][C:3]=1[NH:9][C:10]1[N:11]([C:15]2[CH:20]=[C:19]([NH:21][CH3:22])[N:18]=[CH:17][N:16]=2)[N:12]=[CH:13][N:14]=1.C(N(C(C)C)CC)(C)C.ClC(Cl)(O[C:36](=[O:42])OC(Cl)(Cl)Cl)Cl.[N:44]1([CH2:49][C:50]2[CH:51]=[C:52]([NH2:60])[CH:53]=[C:54]([C:56]([F:59])([F:58])[F:57])[CH:55]=2)[CH2:48][CH2:47][CH2:46][CH2:45]1. (4) Given the product [CH2:1]([O:8][C:9]1[CH:10]=[CH:11][CH:12]=[C:13]2[C:18]=1[O:17][CH2:16][CH2:15][CH:14]2[C:19]([N:31]([C:28]1[CH:29]=[CH:30][C:25]([CH:22]([CH3:24])[CH3:23])=[CH:26][CH:27]=1)[CH2:32][C:33]1[CH:34]=[N:35][C:36]([O:39][CH3:40])=[CH:37][CH:38]=1)=[O:21])[C:2]1[CH:3]=[CH:4][CH:5]=[CH:6][CH:7]=1, predict the reactants needed to synthesize it. The reactants are: [CH2:1]([O:8][C:9]1[CH:10]=[CH:11][CH:12]=[C:13]2[C:18]=1[O:17][CH2:16][CH2:15][CH:14]2[C:19]([OH:21])=O)[C:2]1[CH:7]=[CH:6][CH:5]=[CH:4][CH:3]=1.[CH:22]([C:25]1[CH:30]=[CH:29][C:28]([NH:31][CH2:32][C:33]2[CH:34]=[N:35][C:36]([O:39][CH3:40])=[CH:37][CH:38]=2)=[CH:27][CH:26]=1)([CH3:24])[CH3:23]. (5) Given the product [C:18]([O:22][C:23]([N:8]1[C:9]2[C:5](=[CH:4][CH:3]=[C:2]([Cl:1])[CH:10]=2)/[C:6](=[CH:12]/[C:13]2[CH:17]=[CH:16][O:15][CH:14]=2)/[C:7]1=[O:11])=[O:24])([CH3:21])([CH3:20])[CH3:19], predict the reactants needed to synthesize it. The reactants are: [Cl:1][C:2]1[CH:10]=[C:9]2[C:5](/[C:6](=[CH:12]/[C:13]3[CH:17]=[CH:16][O:15][CH:14]=3)/[C:7](=[O:11])[NH:8]2)=[CH:4][CH:3]=1.[C:18]([O:22][C:23](O[C:23]([O:22][C:18]([CH3:21])([CH3:20])[CH3:19])=[O:24])=[O:24])([CH3:21])([CH3:20])[CH3:19]. (6) Given the product [O:22]1[C:27]2[CH:28]=[CH:29][C:30]([CH2:32][N:19]3[CH2:20][CH2:21][N:16]([CH2:15][CH2:14][O:13][C:10]4[CH:9]=[CH:8][CH:7]=[C:6]5[C:11]=4[CH:12]=[C:3]([O:2][CH3:1])[CH:4]=[N:5]5)[CH2:17][CH2:18]3)=[CH:31][C:26]=2[O:25][CH2:24][CH2:23]1, predict the reactants needed to synthesize it. The reactants are: [CH3:1][O:2][C:3]1[CH:4]=[N:5][C:6]2[C:11]([CH:12]=1)=[C:10]([O:13][CH2:14][CH2:15][N:16]1[CH2:21][CH2:20][NH:19][CH2:18][CH2:17]1)[CH:9]=[CH:8][CH:7]=2.[O:22]1[C:27]2[CH:28]=[CH:29][C:30]([CH:32]=O)=[CH:31][C:26]=2[O:25][CH2:24][CH2:23]1. (7) Given the product [Cl:1][C:2]1[CH:3]=[CH:4][C:5]2[O:9][C:8]([CH2:10][O:11][NH2:12])=[N:7][C:6]=2[CH:23]=1, predict the reactants needed to synthesize it. The reactants are: [Cl:1][C:2]1[CH:3]=[CH:4][C:5]2[O:9][C:8]([CH2:10][O:11][N:12]3C(=O)C4C(=CC=CC=4)C3=O)=[N:7][C:6]=2[CH:23]=1.O.NN. (8) Given the product [CH:37]1([CH2:36][O:28][C:19]2[CH:20]=[CH:21][C:22]([C:24]([F:27])([F:25])[F:26])=[CH:23][C:18]=2[CH2:17][N:14]2[CH:15]=[CH:16][C:12]([C:10]([NH:9][C:3]3[C:4]([F:8])=[CH:5][CH:6]=[CH:7][C:2]=3[F:1])=[O:11])=[N:13]2)[CH2:40][CH2:39][CH2:38]1, predict the reactants needed to synthesize it. The reactants are: [F:1][C:2]1[CH:7]=[CH:6][CH:5]=[C:4]([F:8])[C:3]=1[NH:9][C:10]([C:12]1[CH:16]=[CH:15][N:14]([CH2:17][C:18]2[CH:23]=[C:22]([C:24]([F:27])([F:26])[F:25])[CH:21]=[CH:20][C:19]=2[OH:28])[N:13]=1)=[O:11].C(=O)([O-])[O-].[K+].[K+].Br[CH2:36][CH:37]1[CH2:40][CH2:39][CH2:38]1.